Dataset: Forward reaction prediction with 1.9M reactions from USPTO patents (1976-2016). Task: Predict the product of the given reaction. (1) Given the reactants [Cl:1][C:2]1[CH:3]=[C:4]2[C:10]([CH:11]3[CH2:16][CH2:15][NH:14][CH2:13][CH2:12]3)=[C:9]([C:17]3[CH:29]=[CH:28][C:20]([O:21][CH2:22][CH2:23][CH2:24][N:25]([CH3:27])[CH3:26])=[CH:19][CH:18]=3)[NH:8][C:5]2=[N:6][CH:7]=1.[CH3:30][S:31](Cl)(=[O:33])=[O:32].C(N(C(C)C)CC)(C)C, predict the reaction product. The product is: [Cl:1][C:2]1[CH:3]=[C:4]2[C:10]([CH:11]3[CH2:16][CH2:15][N:14]([S:31]([CH3:30])(=[O:33])=[O:32])[CH2:13][CH2:12]3)=[C:9]([C:17]3[CH:29]=[CH:28][C:20]([O:21][CH2:22][CH2:23][CH2:24][N:25]([CH3:26])[CH3:27])=[CH:19][CH:18]=3)[NH:8][C:5]2=[N:6][CH:7]=1. (2) Given the reactants [CH3:1][O:2][C:3]1[C:8]([O:9][CH3:10])=[CH:7][C:6]([NH2:11])=[C:5]([CH:12]2[CH2:17][C:16]([CH3:19])([CH3:18])[CH2:15][C:14]([CH3:21])([CH3:20])[CH2:13]2)[CH:4]=1.Cl.Cl[CH2:24][CH2:25][NH:26][CH2:27][CH2:28]Cl, predict the reaction product. The product is: [CH3:1][O:2][C:3]1[C:8]([O:9][CH3:10])=[CH:7][C:6]([N:11]2[CH2:28][CH2:27][NH:26][CH2:25][CH2:24]2)=[C:5]([CH:12]2[CH2:17][C:16]([CH3:19])([CH3:18])[CH2:15][C:14]([CH3:21])([CH3:20])[CH2:13]2)[CH:4]=1. (3) Given the reactants [H-].[Na+].[CH3:3][S:4][CH2:5][CH2:6][CH2:7][OH:8].[F:9][C:10]1[CH:15]=[CH:14][CH:13]=[C:12]([F:16])[C:11]=1[N:17]1[C:22]2[N:23]=[C:24](S(C)(=O)=O)[N:25]=[C:26]([C:27]3[CH:32]=[CH:31][C:30]([F:33])=[CH:29][C:28]=3[CH3:34])[C:21]=2[CH:20]=[CH:19][C:18]1=[O:39], predict the reaction product. The product is: [F:16][C:12]1[CH:13]=[CH:14][CH:15]=[C:10]([F:9])[C:11]=1[N:17]1[C:22]2[N:23]=[C:24]([O:8][CH2:7][CH2:6][CH2:5][S:4][CH3:3])[N:25]=[C:26]([C:27]3[CH:32]=[CH:31][C:30]([F:33])=[CH:29][C:28]=3[CH3:34])[C:21]=2[CH:20]=[CH:19][C:18]1=[O:39]. (4) Given the reactants [F:1][C:2]1[CH:7]=[CH:6][C:5]([CH2:8][C:9]2[CH:18]=[C:17]3[C:12]([C:13]([OH:34])=[C:14]([C:29](OCC)=[O:30])[C:15](=[O:28])[N:16]3[CH2:19][CH2:20][N:21]3[CH2:26][CH2:25][CH2:24][CH2:23][C:22]3=[O:27])=[N:11][CH:10]=2)=[CH:4][CH:3]=1.[NH2:35][CH2:36][CH2:37][CH2:38][CH2:39][OH:40], predict the reaction product. The product is: [F:1][C:2]1[CH:3]=[CH:4][C:5]([CH2:8][C:9]2[CH:18]=[C:17]3[C:12]([C:13]([OH:34])=[C:14]([C:29]([NH:35][CH2:36][CH2:37][CH2:38][CH2:39][OH:40])=[O:30])[C:15](=[O:28])[N:16]3[CH2:19][CH2:20][N:21]3[CH2:26][CH2:25][CH2:24][CH2:23][C:22]3=[O:27])=[N:11][CH:10]=2)=[CH:6][CH:7]=1. (5) Given the reactants [CH3:1][C:2]1[CH:3]=[CH:4][C:5]([C:18]([NH:20][C:21]2[CH:26]=[CH:25][C:24]([N:27]([CH2:35][CH2:36][C:37]3[N:38]=[CH:39][S:40][CH:41]=3)C(=O)OC(C)(C)C)=[CH:23][CH:22]=2)=[O:19])=[C:6]([C:8]2[CH:13]=[CH:12][C:11]([C:14]([F:17])([F:16])[F:15])=[CH:10][CH:9]=2)[CH:7]=1.FC(F)(F)C(O)=O, predict the reaction product. The product is: [CH3:1][C:2]1[CH:7]=[C:6]([C:8]2[CH:13]=[CH:12][C:11]([C:14]([F:17])([F:16])[F:15])=[CH:10][CH:9]=2)[C:5]([C:18]([NH:20][C:21]2[CH:26]=[CH:25][C:24]([NH:27][CH2:35][CH2:36][C:37]3[N:38]=[CH:39][S:40][CH:41]=3)=[CH:23][CH:22]=2)=[O:19])=[CH:4][CH:3]=1.